From a dataset of Reaction yield outcomes from USPTO patents with 853,638 reactions. Predict the reaction yield, written as a fraction of the theoretical maximum amount of product (1.0 means a 100% yield; for example, 0.34 means a 34% yield). (1) The catalyst is CCO. The reactants are [CH3:1][O:2][C:3]([C:5]1([C:8]2[CH:13]=[CH:12][C:11]([OH:14])=[C:10]([C:15](=O)[CH3:16])[CH:9]=2)[CH2:7][CH2:6]1)=[O:4].Cl.[NH2:19][OH:20].C([O-])(=O)C.[Na+]. The yield is 0.980. The product is [CH3:1][O:2][C:3]([C:5]1([C:8]2[CH:13]=[CH:12][C:11]([OH:14])=[C:10]([C:15](=[N:19][OH:20])[CH3:16])[CH:9]=2)[CH2:7][CH2:6]1)=[O:4]. (2) The reactants are [Cl:1][C:2]1[CH:7]=[CH:6][C:5]([C:8](=[O:13])[CH2:9][C:10](=[O:12])[CH3:11])=[CH:4][CH:3]=1.[H-].[Na+].Br[CH2:17][C:18]([O:20][CH3:21])=[O:19]. The catalyst is CS(C)=O. The product is [Cl:1][C:2]1[CH:3]=[CH:4][C:5]([C:8]([CH:9]([C:10](=[O:12])[CH3:11])[CH2:17][C:18]([O:20][CH3:21])=[O:19])=[O:13])=[CH:6][CH:7]=1. The yield is 0.567. (3) The yield is 0.800. The catalyst is C1COCC1. The reactants are C([O:4][C:5]1[C:22]([F:23])=[CH:21][C:8]2[O:9][CH2:10][C:11](=[O:20])[N:12]([CH:13]([CH3:19])[C:14]([O:16][CH2:17][CH3:18])=[O:15])[C:7]=2[CH:6]=1)(=O)C.N1CCOCC1. The product is [F:23][C:22]1[C:5]([OH:4])=[CH:6][C:7]2[N:12]([CH:13]([CH3:19])[C:14]([O:16][CH2:17][CH3:18])=[O:15])[C:11](=[O:20])[CH2:10][O:9][C:8]=2[CH:21]=1.